Dataset: Forward reaction prediction with 1.9M reactions from USPTO patents (1976-2016). Task: Predict the product of the given reaction. (1) Given the reactants [CH2:1]([N:8]1[C:16]2[CH:15]=[C:14](Cl)[N:13]=[CH:12][C:11]=2[N:10]=[C:9]1[CH3:18])[C:2]1[CH:7]=[CH:6][CH:5]=[CH:4][CH:3]=1.[CH3:19][O:20][CH:21]1[CH2:26][CH2:25][N:24]([C:27]2[N:32]=[C:31]([NH2:33])[CH:30]=[CH:29][N:28]=2)[CH2:23][CH2:22]1.C1(P(C2CCCCC2)C2C(OC)=CC=C(OC)C=2C2C(C(C)C)=CC(C(C)C)=CC=2C(C)C)CCCCC1.C(=O)([O-])[O-].[Cs+].[Cs+], predict the reaction product. The product is: [CH2:1]([N:8]1[C:16]2[CH:15]=[C:14]([NH:33][C:31]3[CH:30]=[CH:29][N:28]=[C:27]([N:24]4[CH2:23][CH2:22][CH:21]([O:20][CH3:19])[CH2:26][CH2:25]4)[N:32]=3)[N:13]=[CH:12][C:11]=2[N:10]=[C:9]1[CH3:18])[C:2]1[CH:7]=[CH:6][CH:5]=[CH:4][CH:3]=1. (2) Given the reactants [Cl:1][C:2]1[CH:3]=[CH:4][C:5]([C@@:8]([NH:38][C:39](=[O:51])[C:40]2[CH:45]=[CH:44][C:43]([F:46])=[C:42]([C:47]([F:50])([F:49])[F:48])[CH:41]=2)([C:24]2[CH:29]=[C:28]([O:30][C:31]([F:36])([F:35])[CH:32]([F:34])[F:33])[CH:27]=[C:26]([F:37])[CH:25]=2)[CH2:9][C:10]2[CH:15]=[CH:14][C:13]([CH2:16][CH2:17][CH2:18][C:19]([O:21]CC)=[O:20])=[CH:12][CH:11]=2)=[N:6][CH:7]=1.[Li+].[OH-], predict the reaction product. The product is: [Cl:1][C:2]1[CH:3]=[CH:4][C:5]([C@@:8]([NH:38][C:39](=[O:51])[C:40]2[CH:45]=[CH:44][C:43]([F:46])=[C:42]([C:47]([F:50])([F:48])[F:49])[CH:41]=2)([C:24]2[CH:29]=[C:28]([O:30][C:31]([F:36])([F:35])[CH:32]([F:33])[F:34])[CH:27]=[C:26]([F:37])[CH:25]=2)[CH2:9][C:10]2[CH:11]=[CH:12][C:13]([CH2:16][CH2:17][CH2:18][C:19]([OH:21])=[O:20])=[CH:14][CH:15]=2)=[N:6][CH:7]=1. (3) Given the reactants ONC(=O)C1C=CC(OCC[N:13]2[C:19](=[O:20])[C:18]3[CH:21]=[CH:22][CH:23]=[N:24][C:17]=3[O:16][C:15]3[CH:25]=[CH:26][CH:27]=[CH:28][C:14]2=3)=CC=1.[OH-].[Na+].O, predict the reaction product. The product is: [N:24]1[C:17]2[O:16][C:15]3[CH:25]=[CH:26][CH:27]=[CH:28][C:14]=3[NH:13][C:19](=[O:20])[C:18]=2[CH:21]=[CH:22][CH:23]=1. (4) Given the reactants [Cl:1][C:2]1[N:3]=[CH:4][C:5]2[NH:11][C:10](=[O:12])[CH2:9][CH:8]([CH3:13])[N:7]([CH:14]3[CH2:18][CH2:17][CH2:16][CH2:15]3)[C:6]=2[N:19]=1.[CH3:20]N(C)C(=O)C.IC.[H-].[Na+], predict the reaction product. The product is: [Cl:1][C:2]1[N:3]=[CH:4][C:5]2[N:11]([CH3:20])[C:10](=[O:12])[CH2:9][CH:8]([CH3:13])[N:7]([CH:14]3[CH2:18][CH2:17][CH2:16][CH2:15]3)[C:6]=2[N:19]=1. (5) Given the reactants COC[O:4][C:5]1[CH:10]=[CH:9][C:8]([C:11]2[N:15]([C:16]3[CH:21]=[CH:20][C:19]([O:22][CH3:23])=[CH:18][CH:17]=3)[N:14]=[C:13]([S:24]([CH3:27])(=[O:26])=[O:25])[CH:12]=2)=[CH:7][CH:6]=1.Cl, predict the reaction product. The product is: [CH3:23][O:22][C:19]1[CH:18]=[CH:17][C:16]([N:15]2[C:11]([C:8]3[CH:9]=[CH:10][C:5]([OH:4])=[CH:6][CH:7]=3)=[CH:12][C:13]([S:24]([CH3:27])(=[O:26])=[O:25])=[N:14]2)=[CH:21][CH:20]=1. (6) Given the reactants [Cl:1][C:2]1[CH:7]=[CH:6][CH:5]=[CH:4][C:3]=1[C:8]1[C:9]([C:22]2[CH:27]=[CH:26][C:25]([Cl:28])=[CH:24][CH:23]=2)=[CH:10][C:11]2[N:12]([C:14]([C:17](OCC)=[O:18])=[N:15][N:16]=2)[N:13]=1.[CH2:29]([CH:36]1[CH2:41][CH2:40][NH:39][CH2:38][CH2:37]1)[C:30]1[CH:35]=[CH:34][CH:33]=[CH:32][CH:31]=1, predict the reaction product. The product is: [CH2:29]([CH:36]1[CH2:41][CH2:40][N:39]([C:17]([C:14]2[N:12]3[N:13]=[C:8]([C:3]4[CH:4]=[CH:5][CH:6]=[CH:7][C:2]=4[Cl:1])[C:9]([C:22]4[CH:27]=[CH:26][C:25]([Cl:28])=[CH:24][CH:23]=4)=[CH:10][C:11]3=[N:16][N:15]=2)=[O:18])[CH2:38][CH2:37]1)[C:30]1[CH:35]=[CH:34][CH:33]=[CH:32][CH:31]=1.